The task is: Predict which catalyst facilitates the given reaction.. This data is from Catalyst prediction with 721,799 reactions and 888 catalyst types from USPTO. (1) Reactant: Br[C:2]1[CH:3]=[N:4][C:5]2[C:10]([CH:11]=1)=[C:9]([O:12][CH3:13])[CH:8]=[CH:7][CH:6]=2.[CH:14]([Mg]Cl)([CH3:16])[CH3:15].[CH:19]1(C)CC[CH:22](C(C)C)[CH:21]([S:28]([O-])=[O:29])[CH2:20]1.[NH4+].[Cl-]. Product: [CH3:15][C:14]1[CH:16]=[CH:22][C:21]([S:28]([C:2]2[CH:3]=[N:4][C:5]3[C:10]([CH:11]=2)=[C:9]([O:12][CH3:13])[CH:8]=[CH:7][CH:6]=3)=[O:29])=[CH:20][CH:19]=1. The catalyst class is: 1. (2) Reactant: [CH3:1][O:2][CH2:3][O:4][C@H:5]1[CH2:18][C@H:17]2[C@@H:8]([C@@H:9]3[C@@H:14]([CH2:15][CH2:16]2)[CH2:13][C@@:12]2([CH3:23])[C:19](=[O:22])[CH2:20][CH2:21][C@@H:11]2[CH2:10]3)[CH2:7][CH2:6]1.C[Si]([N-][Si](C)(C)C)(C)C.[K+].C1C=CC(N([S:41]([C:44]([F:47])([F:46])[F:45])(=[O:43])=[O:42])[S:41]([C:44]([F:47])([F:46])[F:45])(=[O:43])=[O:42])=CC=1.[NH4+].[Cl-]. Product: [CH3:1][O:2][CH2:3][O:4][C@H:5]1[CH2:18][C@H:17]2[C@@H:8]([C@@H:9]3[C@@H:14]([CH2:15][CH2:16]2)[CH2:13][C@@:12]2([CH3:23])[C:19]([O:22][S:41]([C:44]([F:47])([F:46])[F:45])(=[O:43])=[O:42])=[CH:20][CH2:21][C@@H:11]2[CH2:10]3)[CH2:7][CH2:6]1. The catalyst class is: 1. (3) Reactant: [C:1]([C:4]1[C:9]([O:10][CH2:11][C@H:12]2[CH2:16][CH2:15][CH2:14][N:13]2C(OC(C)(C)C)=O)=[CH:8][CH:7]=[CH:6][N:5]=1)(=[O:3])[NH2:2].C(OC(C)C)(C)C.[ClH:31]. Product: [ClH:31].[ClH:31].[NH:13]1[CH2:14][CH2:15][CH2:16][C@@H:12]1[CH2:11][O:10][C:9]1[C:4]([C:1]([NH2:2])=[O:3])=[N:5][CH:6]=[CH:7][CH:8]=1. The catalyst class is: 13.